From a dataset of Full USPTO retrosynthesis dataset with 1.9M reactions from patents (1976-2016). Predict the reactants needed to synthesize the given product. (1) Given the product [C:8]([O:12][C:13](=[O:39])[C@H:14]([CH3:38])[N:15]([CH2:31][C:32]1[CH:33]=[CH:34][CH:35]=[CH:36][CH:37]=1)[S:16]([C:19]1[CH:28]=[C:27]2[C:22]([C:23]([Cl:30])=[CH:24][N:25]=[C:26]2[NH:6][C:5]([NH2:7])=[NH:4])=[CH:21][CH:20]=1)(=[O:17])=[O:18])([CH3:11])([CH3:9])[CH3:10], predict the reactants needed to synthesize it. The reactants are: [H-].[Na+].Cl.[NH2:4][C:5]([NH2:7])=[NH:6].[C:8]([O:12][C:13](=[O:39])[C@H:14]([CH3:38])[N:15]([CH2:31][C:32]1[CH:37]=[CH:36][CH:35]=[CH:34][CH:33]=1)[S:16]([C:19]1[CH:28]=[C:27]2[C:22]([C:23]([Cl:30])=[CH:24][N:25]=[C:26]2Cl)=[CH:21][CH:20]=1)(=[O:18])=[O:17])([CH3:11])([CH3:10])[CH3:9]. (2) Given the product [F:30][C:14]([F:13])([F:29])[O:15][C:16]1[CH:21]=[CH:20][C:19]([C:22]2[S:23][CH:24]=[C:25]([CH:27]=[O:28])[N:26]=2)=[CH:18][CH:17]=1, predict the reactants needed to synthesize it. The reactants are: I(C1C=CC=CC=1C(O)=O)(=O)=O.[F:13][C:14]([F:30])([F:29])[O:15][C:16]1[CH:21]=[CH:20][C:19]([C:22]2[S:23][CH:24]=[C:25]([CH2:27][OH:28])[N:26]=2)=[CH:18][CH:17]=1.O.